Dataset: Full USPTO retrosynthesis dataset with 1.9M reactions from patents (1976-2016). Task: Predict the reactants needed to synthesize the given product. The reactants are: [F:1][C:2]1[CH:7]=[CH:6][C:5]([C:8]([C:16]2[CH:21]=[C:20]([O:22][C:23]([F:28])([F:27])[CH:24]([F:26])[F:25])[CH:19]=[C:18]([F:29])[CH:17]=2)=[N:9][S@@:10]([C:12]([CH3:15])([CH3:14])[CH3:13])=[O:11])=[CH:4][C:3]=1[O:30][CH3:31].B(F)(F)F.CCOCC.[CH2:41]([Mg]Cl)[C:42]1[CH:47]=[CH:46][CH:45]=[CH:44][CH:43]=1. Given the product [F:1][C:2]1[CH:7]=[CH:6][C:5]([C:8]([NH:9][S@@:10]([C:12]([CH3:13])([CH3:14])[CH3:15])=[O:11])([C:16]2[CH:21]=[C:20]([O:22][C:23]([F:28])([F:27])[CH:24]([F:26])[F:25])[CH:19]=[C:18]([F:29])[CH:17]=2)[CH2:41][C:42]2[CH:47]=[CH:46][CH:45]=[CH:44][CH:43]=2)=[CH:4][C:3]=1[O:30][CH3:31], predict the reactants needed to synthesize it.